Dataset: Reaction yield outcomes from USPTO patents with 853,638 reactions. Task: Predict the reaction yield, written as a fraction of the theoretical maximum amount of product (1.0 means a 100% yield; for example, 0.34 means a 34% yield). (1) The catalyst is CO.[Zn]. The yield is 0.750. The product is [C:1]([O:4][CH2:5][C:6]1[C:7]([CH3:17])=[C:8]([C:9]([CH3:13])=[CH:10][C:11]=1[CH3:12])[NH2:14])(=[O:3])[CH3:2]. The reactants are [C:1]([O:4][CH2:5][C:6]1[C:11]([CH3:12])=[CH:10][C:9]([CH3:13])=[C:8]([N+:14]([O-])=O)[C:7]=1[CH3:17])(=[O:3])[CH3:2].[Cl-].[NH4+]. (2) The reactants are [C:1]([C@@H:4]([NH:6][C:7]1[N:12]=[C:11]([C:13]2[CH:18]=[CH:17][C:16]([OH:19])=[CH:15][CH:14]=2)[N:10]=[C:9]([C:20]([NH2:22])=[O:21])[CH:8]=1)[CH3:5])(=[O:3])[NH2:2].F[C:24]1[CH:31]=[CH:30][C:27]([C:28]#[N:29])=[CH:26][CH:25]=1.C(=O)([O-])[O-].[K+].[K+]. The catalyst is CN(C)C=O. The product is [C:1]([C@@H:4]([NH:6][C:7]1[N:12]=[C:11]([C:13]2[CH:18]=[CH:17][C:16]([O:19][C:24]3[CH:31]=[CH:30][C:27]([C:28]#[N:29])=[CH:26][CH:25]=3)=[CH:15][CH:14]=2)[N:10]=[C:9]([C:20]([NH2:22])=[O:21])[CH:8]=1)[CH3:5])(=[O:3])[NH2:2]. The yield is 0.330. (3) The reactants are [CH:1]1([CH2:4][CH:5]([C:22]2[CH:36]=[CH:35][C:25]([C:26]([NH:28][CH2:29][CH2:30][C:31]([O:33]C)=[O:32])=[O:27])=[CH:24][CH:23]=2)[O:6][C:7]2[CH:12]=[CH:11][C:10]([N:13]3[CH:17]=[C:16]([C:18]([F:21])([F:20])[F:19])[CH:15]=[N:14]3)=[CH:9][CH:8]=2)[CH2:3][CH2:2]1.O.[OH-].[Li+].Cl. The catalyst is CO.O. The product is [CH:1]1([CH2:4][CH:5]([C:22]2[CH:36]=[CH:35][C:25]([C:26]([NH:28][CH2:29][CH2:30][C:31]([OH:33])=[O:32])=[O:27])=[CH:24][CH:23]=2)[O:6][C:7]2[CH:8]=[CH:9][C:10]([N:13]3[CH:17]=[C:16]([C:18]([F:20])([F:19])[F:21])[CH:15]=[N:14]3)=[CH:11][CH:12]=2)[CH2:2][CH2:3]1. The yield is 0.590. (4) The reactants are [CH3:1][O:2][O:3][CH2:4][C@H:5]([O:15][CH2:16][CH2:17][O:18][CH:19]1[CH2:24][CH2:23][CH2:22][CH2:21][O:20]1)[CH:6](CC1C=CC=CC=1)O.[C:25]([OH:44])(=[O:43])[CH2:26][CH2:27][CH2:28][CH2:29][CH2:30][CH2:31][CH2:32]/[CH:33]=[CH:34]\[CH2:35][CH2:36][CH2:37][CH2:38][CH2:39][CH2:40][CH2:41][CH3:42].[CH2:54]1[CH2:59][CH2:58][CH:57](N=C=N[CH:54]2[CH2:59][CH2:58][CH2:57][CH2:56][CH2:55]2)[CH2:56][CH2:55]1.[CH2:60](Cl)Cl. The catalyst is CN(C1C=CN=CC=1)C. The product is [CH3:1][O:2][O:3][CH:4]([CH2:60][C:54]1[CH:55]=[CH:56][CH:57]=[CH:58][CH:59]=1)[C@H:5]([CH2:6][O:43][C:25](=[O:44])[CH2:26][CH2:27][CH2:28][CH2:29][CH2:30][CH2:31][CH2:32]/[CH:33]=[CH:34]\[CH2:35][CH2:36][CH2:37][CH2:38][CH2:39][CH2:40][CH2:41][CH3:42])[O:15][CH2:16][CH2:17][O:18][CH:19]1[CH2:24][CH2:23][CH2:22][CH2:21][O:20]1. The yield is 0.820.